This data is from Forward reaction prediction with 1.9M reactions from USPTO patents (1976-2016). The task is: Predict the product of the given reaction. Given the reactants C[Si](C)(C)[NH:3][Si](C)(C)C.C([Li])CCC.[CH3:15][O:16][C:17]1[C:24]([O:25][CH3:26])=[CH:23][CH:22]=[CH:21][C:18]=1[C:19]#[N:20].Cl, predict the reaction product. The product is: [CH3:15][O:16][C:17]1[C:24]([O:25][CH3:26])=[CH:23][CH:22]=[CH:21][C:18]=1[C:19]([NH2:3])=[NH:20].